From a dataset of NCI-60 drug combinations with 297,098 pairs across 59 cell lines. Regression. Given two drug SMILES strings and cell line genomic features, predict the synergy score measuring deviation from expected non-interaction effect. (1) Drug 1: CN(CC1=CN=C2C(=N1)C(=NC(=N2)N)N)C3=CC=C(C=C3)C(=O)NC(CCC(=O)O)C(=O)O. Drug 2: CN(C(=O)NC(C=O)C(C(C(CO)O)O)O)N=O. Cell line: 786-0. Synergy scores: CSS=31.9, Synergy_ZIP=-0.0840, Synergy_Bliss=-6.15, Synergy_Loewe=-35.0, Synergy_HSA=-7.85. (2) Drug 1: CC1CCC2CC(C(=CC=CC=CC(CC(C(=O)C(C(C(=CC(C(=O)CC(OC(=O)C3CCCCN3C(=O)C(=O)C1(O2)O)C(C)CC4CCC(C(C4)OC)O)C)C)O)OC)C)C)C)OC. Drug 2: COCCOC1=C(C=C2C(=C1)C(=NC=N2)NC3=CC=CC(=C3)C#C)OCCOC.Cl. Cell line: SF-295. Synergy scores: CSS=36.7, Synergy_ZIP=-3.97, Synergy_Bliss=-2.89, Synergy_Loewe=-12.8, Synergy_HSA=-1.60. (3) Drug 1: C1C(C(OC1N2C=NC3=C(N=C(N=C32)Cl)N)CO)O. Drug 2: COCCOC1=C(C=C2C(=C1)C(=NC=N2)NC3=CC=CC(=C3)C#C)OCCOC.Cl. Cell line: HCC-2998. Synergy scores: CSS=43.6, Synergy_ZIP=3.81, Synergy_Bliss=1.69, Synergy_Loewe=-11.6, Synergy_HSA=2.36. (4) Drug 1: CC1CCC2CC(C(=CC=CC=CC(CC(C(=O)C(C(C(=CC(C(=O)CC(OC(=O)C3CCCCN3C(=O)C(=O)C1(O2)O)C(C)CC4CCC(C(C4)OC)O)C)C)O)OC)C)C)C)OC. Drug 2: C1CC(=O)NC(=O)C1N2C(=O)C3=CC=CC=C3C2=O. Cell line: ACHN. Synergy scores: CSS=6.87, Synergy_ZIP=-6.88, Synergy_Bliss=-0.0519, Synergy_Loewe=-26.2, Synergy_HSA=-1.66. (5) Drug 2: CCC1(CC2CC(C3=C(CCN(C2)C1)C4=CC=CC=C4N3)(C5=C(C=C6C(=C5)C78CCN9C7C(C=CC9)(C(C(C8N6C)(C(=O)OC)O)OC(=O)C)CC)OC)C(=O)OC)O.OS(=O)(=O)O. Cell line: HT29. Synergy scores: CSS=6.95, Synergy_ZIP=-4.67, Synergy_Bliss=-9.60, Synergy_Loewe=-2.70, Synergy_HSA=-7.61. Drug 1: C1=NC(=NC(=O)N1C2C(C(C(O2)CO)O)O)N. (6) Drug 2: CCC1(C2=C(COC1=O)C(=O)N3CC4=CC5=C(C=CC(=C5CN(C)C)O)N=C4C3=C2)O.Cl. Cell line: TK-10. Drug 1: CCCCC(=O)OCC(=O)C1(CC(C2=C(C1)C(=C3C(=C2O)C(=O)C4=C(C3=O)C=CC=C4OC)O)OC5CC(C(C(O5)C)O)NC(=O)C(F)(F)F)O. Synergy scores: CSS=30.7, Synergy_ZIP=-5.05, Synergy_Bliss=1.65, Synergy_Loewe=-12.5, Synergy_HSA=2.86. (7) Drug 1: C1=NC2=C(N=C(N=C2N1C3C(C(C(O3)CO)O)O)F)N. Drug 2: CCN(CC)CCNC(=O)C1=C(NC(=C1C)C=C2C3=C(C=CC(=C3)F)NC2=O)C. Cell line: SK-MEL-5. Synergy scores: CSS=0.773, Synergy_ZIP=-2.55, Synergy_Bliss=-5.72, Synergy_Loewe=-6.04, Synergy_HSA=-5.82. (8) Drug 1: C1CN1C2=NC(=NC(=N2)N3CC3)N4CC4. Drug 2: C1CN(CCN1C(=O)CCBr)C(=O)CCBr. Cell line: MDA-MB-435. Synergy scores: CSS=15.5, Synergy_ZIP=-3.57, Synergy_Bliss=1.43, Synergy_Loewe=-12.8, Synergy_HSA=1.31.